From a dataset of Peptide-MHC class I binding affinity with 185,985 pairs from IEDB/IMGT. Regression. Given a peptide amino acid sequence and an MHC pseudo amino acid sequence, predict their binding affinity value. This is MHC class I binding data. (1) The peptide sequence is VIKSQDNQW. The MHC is Mamu-B17 with pseudo-sequence Mamu-B17. The binding affinity (normalized) is 0.0600. (2) The peptide sequence is YYKDDISYF. The MHC is HLA-B15:01 with pseudo-sequence HLA-B15:01. The binding affinity (normalized) is 0.0847. (3) The peptide sequence is KALLNHYPH. The MHC is H-2-Kb with pseudo-sequence H-2-Kb. The binding affinity (normalized) is 0. (4) The peptide sequence is SLIKFISDNK. The binding affinity (normalized) is 0.271. The MHC is HLA-A31:01 with pseudo-sequence HLA-A31:01. (5) The peptide sequence is SSLAKHGEY. The MHC is HLA-A03:01 with pseudo-sequence HLA-A03:01. The binding affinity (normalized) is 0. (6) The peptide sequence is IVFNLPVSKV. The MHC is HLA-A02:01 with pseudo-sequence HLA-A02:01. The binding affinity (normalized) is 0.634. (7) The peptide sequence is CTLPPLRFR. The MHC is HLA-A31:01 with pseudo-sequence HLA-A31:01. The binding affinity (normalized) is 0. (8) The peptide sequence is QDPLLGTLS. The MHC is HLA-B40:01 with pseudo-sequence HLA-B40:01. The binding affinity (normalized) is 0.00686. (9) The peptide sequence is AAKKKGASL. The MHC is HLA-A80:01 with pseudo-sequence HLA-A80:01. The binding affinity (normalized) is 0.0847.